From a dataset of Full USPTO retrosynthesis dataset with 1.9M reactions from patents (1976-2016). Predict the reactants needed to synthesize the given product. (1) Given the product [CH3:5][C:6]1[CH:15]=[C:14]2[C:9]([C:10]([OH:16])=[C:11]([N+:1]([O-:4])=[O:2])[CH:12]=[N:13]2)=[CH:8][CH:7]=1, predict the reactants needed to synthesize it. The reactants are: [N+:1]([O-:4])(O)=[O:2].[CH3:5][C:6]1[CH:15]=[C:14]2[C:9]([C:10]([OH:16])=[CH:11][CH:12]=[N:13]2)=[CH:8][CH:7]=1. (2) Given the product [CH3:20][C:19]([NH:27][C:28]([N:7]1[C:8]([CH3:16])([CH3:17])[CH:9]([C:10]2[CH:15]=[CH:14][CH:13]=[CH:12][CH:11]=2)[C:5]([CH2:1][CH2:2][CH2:3][CH3:4])=[N:6]1)=[O:29])([C:21]1[CH:22]=[CH:23][CH:24]=[CH:25][CH:26]=1)[CH3:18], predict the reactants needed to synthesize it. The reactants are: [CH2:1]([C:5]1[CH:9]([C:10]2[CH:15]=[CH:14][CH:13]=[CH:12][CH:11]=2)[C:8]([CH3:17])([CH3:16])[NH:7][N:6]=1)[CH2:2][CH2:3][CH3:4].[CH3:18][C:19]([N:27]=[C:28]=[O:29])([C:21]1[CH:26]=[CH:25][CH:24]=[CH:23][CH:22]=1)[CH3:20]. (3) Given the product [NH2:25][C@H:22]([CH2:23][CH3:24])[C:20]([NH:19][C:16]1[CH:17]=[N:18][C:13]([O:12][C:7]2[C:6]3[C:2]([CH3:1])([CH3:33])[CH2:3][O:4][C:5]=3[C:10]([CH3:11])=[CH:9][CH:8]=2)=[CH:14][CH:15]=1)=[O:21], predict the reactants needed to synthesize it. The reactants are: [CH3:1][C:2]1([CH3:33])[C:6]2[C:7]([O:12][C:13]3[N:18]=[CH:17][C:16]([NH:19][C:20]([C@H:22]([NH:25]C(=O)OC(C)(C)C)[CH2:23][CH3:24])=[O:21])=[CH:15][CH:14]=3)=[CH:8][CH:9]=[C:10]([CH3:11])[C:5]=2[O:4][CH2:3]1.Cl.C(O)(C)C.C([O-])(O)=O.[Na+]. (4) Given the product [C:1]1([CH2:7][CH2:8][CH:9]2[CH2:10][CH2:11][N:12]([C:15]([O:17][C:18]3[CH:19]=[N:20][CH:21]=[C:22]([CH:27]=3)[C:23]([OH:25])=[O:24])=[O:16])[CH2:13][CH2:14]2)[CH:6]=[CH:5][CH:4]=[CH:3][CH:2]=1, predict the reactants needed to synthesize it. The reactants are: [C:1]1([CH2:7][CH2:8][CH:9]2[CH2:14][CH2:13][N:12]([C:15]([O:17][C:18]3[CH:19]=[N:20][CH:21]=[C:22]([CH:27]=3)[C:23]([O:25]C)=[O:24])=[O:16])[CH2:11][CH2:10]2)[CH:6]=[CH:5][CH:4]=[CH:3][CH:2]=1.[OH-].[Na+].Cl. (5) Given the product [CH3:13][O:14][C:15]1[N:20]=[CH:19][C:18]([C:3]2[CH:11]=[CH:10][C:6]([C:7]([OH:9])=[O:8])=[CH:5][N:4]=2)=[CH:17][CH:16]=1, predict the reactants needed to synthesize it. The reactants are: Cl.Br[C:3]1[CH:11]=[CH:10][C:6]([C:7]([OH:9])=[O:8])=[CH:5][N:4]=1.Cl.[CH3:13][O:14][C:15]1[N:20]=[CH:19][C:18](B(O)O)=[CH:17][CH:16]=1.C(=O)([O-])[O-].[Na+].[Na+].